From a dataset of Catalyst prediction with 721,799 reactions and 888 catalyst types from USPTO. Predict which catalyst facilitates the given reaction. (1) Reactant: [N:1]1[CH:6]=[CH:5][CH:4]=[CH:3][C:2]=1[C:7]([OH:9])=O.CCN=C=NCCCN(C)C.C1C=CC2N(O)N=NC=2C=1.[CH2:31]([O:38][C:39]([N:41]1[CH2:46][CH2:45][C@@H:44]([OH:47])[C@H:43]([NH2:48])[CH2:42]1)=[O:40])[C:32]1[CH:37]=[CH:36][CH:35]=[CH:34][CH:33]=1. Product: [CH2:31]([O:38][C:39]([N:41]1[CH2:46][CH2:45][CH:44]([OH:47])[CH:43]([NH:48][C:7]([C:2]2[CH:3]=[CH:4][CH:5]=[CH:6][N:1]=2)=[O:9])[CH2:42]1)=[O:40])[C:32]1[CH:33]=[CH:34][CH:35]=[CH:36][CH:37]=1. The catalyst class is: 2. (2) Reactant: C[O:2][C:3]1[CH:15]=[CH:14][C:6]([O:7][CH2:8][C:9]([O:11][CH2:12][CH3:13])=[O:10])=[CH:5][CH:4]=1. Product: [OH:2][C:3]1[CH:4]=[CH:5][C:6]([O:7][CH2:8][C:9]([O:11][CH2:12][CH3:13])=[O:10])=[CH:14][CH:15]=1. The catalyst class is: 2. (3) Reactant: ClC1[N:10]=[C:9]2[C:5]([N:6]=[CH:7][N:8]2C2CCCCO2)=[C:4]([NH:17][CH2:18][C:19]2[C:28]3[C:23](=[CH:24][CH:25]=[CH:26][CH:27]=3)[CH:22]=[CH:21][CH:20]=2)[N:3]=1.C([N:31](C(C)C)C(C)C)C.C(O[CH2:42][CH3:43])(=O)C. Product: [C:19]1([CH2:18][NH:17][C:4]2[N:3]=[C:43]([C:42]#[N:31])[N:10]=[C:9]3[C:5]=2[N:6]=[CH:7][NH:8]3)[C:28]2[C:23](=[CH:24][CH:25]=[CH:26][CH:27]=2)[CH:22]=[CH:21][CH:20]=1. The catalyst class is: 507. (4) Reactant: C(OC(=O)[NH:7][C:8]1[CH:13]=[CH:12][C:11]([C:14]#[C:15][C:16]2[CH:21]=[CH:20][CH:19]=[CH:18][C:17]=2[F:22])=[CH:10][C:9]=1[NH:23][C:24](=[O:36])[CH2:25][C:26]([C:28]1[CH:33]=[CH:32][CH:31]=[C:30]([C:34]#[N:35])[CH:29]=1)=O)(C)(C)C.C(O)(C(F)(F)F)=O. Product: [F:22][C:17]1[CH:18]=[CH:19][CH:20]=[CH:21][C:16]=1[C:15]#[C:14][C:11]1[CH:12]=[CH:13][C:8]2[N:7]=[C:26]([C:28]3[CH:29]=[C:30]([CH:31]=[CH:32][CH:33]=3)[C:34]#[N:35])[CH2:25][C:24](=[O:36])[NH:23][C:9]=2[CH:10]=1. The catalyst class is: 2. (5) Reactant: Cl[C:2]1[C:7]([N+:8]([O-:10])=[O:9])=[CH:6][C:5]([S:11]([CH:14]([CH3:16])[CH3:15])(=[O:13])=[O:12])=[CH:4][N:3]=1.Cl.[NH2:18][CH2:19][C:20]1(O)[CH2:25][CH2:24][O:23][CH2:22][CH2:21]1. Product: [CH:14]([S:11]([C:5]1[CH:6]=[C:7]([N+:8]([O-:10])=[O:9])[C:2]([NH:18][CH2:19][CH:20]2[CH2:25][CH2:24][O:23][CH2:22][CH2:21]2)=[N:3][CH:4]=1)(=[O:13])=[O:12])([CH3:16])[CH3:15]. The catalyst class is: 66.